Regression. Given two drug SMILES strings and cell line genomic features, predict the synergy score measuring deviation from expected non-interaction effect. From a dataset of Merck oncology drug combination screen with 23,052 pairs across 39 cell lines. (1) Drug 2: N#Cc1ccc(Cn2cncc2CN2CCN(c3cccc(Cl)c3)C(=O)C2)cc1. Cell line: RPMI7951. Drug 1: O=S1(=O)NC2(CN1CC(F)(F)F)C1CCC2Cc2cc(C=CCN3CCC(C(F)(F)F)CC3)ccc2C1. Synergy scores: synergy=5.81. (2) Drug 1: COc1cccc2c1C(=O)c1c(O)c3c(c(O)c1C2=O)CC(O)(C(=O)CO)CC3OC1CC(N)C(O)C(C)O1. Drug 2: CC(C)CC(NC(=O)C(Cc1ccccc1)NC(=O)c1cnccn1)B(O)O. Cell line: OCUBM. Synergy scores: synergy=-2.54. (3) Drug 1: N#Cc1ccc(Cn2cncc2CN2CCN(c3cccc(Cl)c3)C(=O)C2)cc1. Drug 2: NC1(c2ccc(-c3nc4ccn5c(=O)[nH]nc5c4cc3-c3ccccc3)cc2)CCC1. Cell line: T47D. Synergy scores: synergy=14.6. (4) Drug 1: COc1cc(C2c3cc4c(cc3C(OC3OC5COC(C)OC5C(O)C3O)C3COC(=O)C23)OCO4)cc(OC)c1O. Drug 2: CC1(c2nc3c(C(N)=O)cccc3[nH]2)CCCN1. Cell line: SKOV3. Synergy scores: synergy=11.0. (5) Drug 1: COC1=C2CC(C)CC(OC)C(O)C(C)C=C(C)C(OC(N)=O)C(OC)C=CC=C(C)C(=O)NC(=CC1=O)C2=O. Drug 2: NC1CCCCC1N.O=C(O)C(=O)O.[Pt+2]. Cell line: NCIH1650. Synergy scores: synergy=-15.4. (6) Drug 1: C=CCn1c(=O)c2cnc(Nc3ccc(N4CCN(C)CC4)cc3)nc2n1-c1cccc(C(C)(C)O)n1. Drug 2: NC(=O)c1cccc2cn(-c3ccc(C4CCCNC4)cc3)nc12. Cell line: NCIH1650. Synergy scores: synergy=22.5. (7) Drug 1: O=C(O)C1(Cc2cccc(Nc3nccs3)n2)CCC(Oc2cccc(Cl)c2F)CC1. Drug 2: C#Cc1cccc(Nc2ncnc3cc(OCCOC)c(OCCOC)cc23)c1. Cell line: A427. Synergy scores: synergy=7.95.